This data is from TCR-epitope binding with 47,182 pairs between 192 epitopes and 23,139 TCRs. The task is: Binary Classification. Given a T-cell receptor sequence (or CDR3 region) and an epitope sequence, predict whether binding occurs between them. (1) The epitope is MPASWVMRI. The TCR CDR3 sequence is CASSQVAAMSSYNEQFF. Result: 1 (the TCR binds to the epitope). (2) The epitope is GVAMPNLYK. The TCR CDR3 sequence is CASSQGLGPTGELFF. Result: 0 (the TCR does not bind to the epitope). (3) The epitope is FLPRVFSAV. The TCR CDR3 sequence is CASSQDEGNIQYF. Result: 1 (the TCR binds to the epitope). (4) The TCR CDR3 sequence is CASTGSSYEQYF. Result: 0 (the TCR does not bind to the epitope). The epitope is DRFYKTLRAEQASQEV. (5) The epitope is GLCTLVAML. The TCR CDR3 sequence is CASSFGTFETQYF. Result: 1 (the TCR binds to the epitope). (6) The epitope is AYAQKIFKI. The TCR CDR3 sequence is CSVFVWGPIGYEQYF. Result: 0 (the TCR does not bind to the epitope). (7) The epitope is FIAGLIAIV. The TCR CDR3 sequence is CSVTTTTNEKLFF. Result: 1 (the TCR binds to the epitope). (8) The epitope is KMQRMLLEK. The TCR CDR3 sequence is CASSFRLAGTGELFF. Result: 0 (the TCR does not bind to the epitope). (9) The epitope is IVTDFSVIK. The TCR CDR3 sequence is CSVEGTSGASYNEQFF. Result: 0 (the TCR does not bind to the epitope). (10) The epitope is RLRAEAQVK. The TCR CDR3 sequence is CASSLSHSTGNYGYTF. Result: 0 (the TCR does not bind to the epitope).